Dataset: Reaction yield outcomes from USPTO patents with 853,638 reactions. Task: Predict the reaction yield, written as a fraction of the theoretical maximum amount of product (1.0 means a 100% yield; for example, 0.34 means a 34% yield). (1) The reactants are [F:1][C:2]1[CH:7]=[CH:6][C:5]([F:8])=[CH:4][C:3]=1[S:9]([N:12]([C:16]1[CH:21]=[CH:20][CH:19]=[C:18]([C:22]2[C:26](B3OC(C)(C)C(C)(C)O3)=[CH:25][N:24]([CH:36]([CH3:38])[CH3:37])[N:23]=2)[C:17]=1[F:39])[CH2:13][O:14][CH3:15])(=[O:11])=[O:10].Cl[C:41]1[CH:46]=[CH:45][N:44]=[C:43]([NH2:47])[N:42]=1.C(=O)([O-])[O-].[Cs+].[Cs+].C(Cl)Cl. The catalyst is COCCOC.O.C1C=CC(P(C2C=CC=CC=2)[C-]2C=CC=C2)=CC=1.C1C=CC(P(C2C=CC=CC=2)[C-]2C=CC=C2)=CC=1.Cl[Pd]Cl.[Fe+2]. The product is [NH2:47][C:43]1[N:42]=[C:41]([C:26]2[C:22]([C:18]3[C:17]([F:39])=[C:16]([N:12]([CH2:13][O:14][CH3:15])[S:9]([C:3]4[CH:4]=[C:5]([F:8])[CH:6]=[CH:7][C:2]=4[F:1])(=[O:10])=[O:11])[CH:21]=[CH:20][CH:19]=3)=[N:23][N:24]([CH:36]([CH3:38])[CH3:37])[CH:25]=2)[CH:46]=[CH:45][N:44]=1. The yield is 0.330. (2) The product is [CH3:1][O:2][C:3]([C:5]1[C:10]([C:11](=[O:13])[CH3:12])=[C:9]([NH2:16])[N:8]=[C:7]([C:17]2[CH:22]=[CH:21][C:20]([Cl:23])=[C:19]([O:24][CH3:25])[C:18]=2[F:26])[N:6]=1)=[O:4]. The catalyst is C1COCC1. The reactants are [CH3:1][O:2][C:3]([C:5]1[C:10]([C:11]([O:13]CC)=[CH2:12])=[C:9]([NH2:16])[N:8]=[C:7]([C:17]2[CH:22]=[CH:21][C:20]([Cl:23])=[C:19]([O:24][CH3:25])[C:18]=2[F:26])[N:6]=1)=[O:4].Cl. The yield is 0.940. (3) The product is [CH:14]1([O:17][N:3]2[C:4]([CH3:10])([CH3:9])[CH2:5][C:6](=[O:8])[CH2:7][C:2]2([CH3:11])[CH3:1])[CH2:15][CH2:6][CH2:7][CH2:2][CH2:1]1. The reactants are [CH3:1][C:2]1([CH3:11])[CH2:7][C:6](=[O:8])[CH2:5][C:4]([CH3:10])([CH3:9])[NH:3]1.OO.[C:14]([OH:17])(=O)[CH3:15].S([O-])([O-])=O. The yield is 0.590. The catalyst is O.C1CCCCC1.O.O.[O-][W]([O-])(=O)=O.[Na+].[Na+].C(=O)(O)[O-].[Na+].C(#N)C. (4) The reactants are [CH:1]1[C:6]([N+:7]([O-:9])=[O:8])=[CH:5][CH:4]=[C:3]([OH:10])[CH:2]=1.Cl[CH2:12][CH2:13][C:14]([OH:16])=[O:15]. The catalyst is C(O)C.[OH-].[K+]. The product is [N+:7]([C:6]1[CH:5]=[CH:4][C:3]([O:10][CH2:12][CH2:13][C:14]([OH:16])=[O:15])=[CH:2][CH:1]=1)([O-:9])=[O:8]. The yield is 0.149. (5) The catalyst is C(Cl)(Cl)Cl. The yield is 0.880. The reactants are CS(O[CH2:6][CH2:7][CH2:8][CH:9]([C:21]1[CH:26]=[CH:25][C:24]([C:27]#[N:28])=[CH:23][CH:22]=1)[O:10][C:11]1[CH:16]=[CH:15][C:14]([O:17][CH3:18])=[C:13]([O:19][CH3:20])[CH:12]=1)(=O)=O.[CH:29]12[CH2:37][CH:33]([CH2:34][NH:35][CH2:36]1)[CH2:32][N:31]([C:38]([O:40][C:41]([CH3:44])([CH3:43])[CH3:42])=[O:39])[CH2:30]2.C([O-])([O-])=O.[K+].[K+].C(#N)C. The product is [C:27]([C:24]1[CH:23]=[CH:22][C:21]([CH:9]([O:10][C:11]2[CH:16]=[CH:15][C:14]([O:17][CH3:18])=[C:13]([O:19][CH3:20])[CH:12]=2)[CH2:8][CH2:7][CH2:6][N:35]2[CH2:36][CH:29]3[CH2:37][CH:33]([CH2:32][N:31]([C:38]([O:40][C:41]([CH3:44])([CH3:43])[CH3:42])=[O:39])[CH2:30]3)[CH2:34]2)=[CH:26][CH:25]=1)#[N:28]. (6) The reactants are Cl[CH2:2][C:3]1[C:4]([S:9][CH2:10][CH2:11][CH3:12])=[N:5][CH:6]=[CH:7][CH:8]=1.C[O:14][C:15](=[O:26])[CH2:16][CH2:17][C:18]1[CH:23]=[CH:22][C:21]([OH:24])=[C:20]([F:25])[CH:19]=1. No catalyst specified. The product is [F:25][C:20]1[CH:19]=[C:18]([CH2:17][CH2:16][C:15]([OH:26])=[O:14])[CH:23]=[CH:22][C:21]=1[O:24][CH2:2][C:3]1[C:4]([S:9][CH2:10][CH2:11][CH3:12])=[N:5][CH:6]=[CH:7][CH:8]=1. The yield is 0.730. (7) The reactants are [F:1][C:2]([C:5]1[O:9][N:8]=[C:7]([C:10]2[S:14][C:13]([S:15]([OH:18])(=O)=[O:16])=[CH:12][CH:11]=2)[CH:6]=1)([F:4])[CH3:3].CN(C)C=O.S(Cl)([Cl:26])=O. No catalyst specified. The product is [F:1][C:2]([C:5]1[O:9][N:8]=[C:7]([C:10]2[S:14][C:13]([S:15]([Cl:26])(=[O:18])=[O:16])=[CH:12][CH:11]=2)[CH:6]=1)([F:4])[CH3:3]. The yield is 0.680. (8) The reactants are [Si:1]([O:8][C@@H:9]([C@H:14]1[CH2:18][O:17][C:16]([CH3:20])([CH3:19])[O:15]1)[C@@H:10]([CH3:13])[CH2:11]O)([C:4]([CH3:7])([CH3:6])[CH3:5])([CH3:3])[CH3:2].CC(OC(/N=N/C(OC(C)C)=O)=O)C.C1C=CC(P(C2C=CC=CC=2)C2C=CC=CC=2)=CC=1.C1C=CC(P([N:68]=[N+:69]=[N-:70])(C2C=CC=CC=2)=O)=CC=1. The catalyst is C1COCC1. The product is [N:68]([CH2:11][C@H:10]([CH3:13])[C@H:9]([C@H:14]1[CH2:18][O:17][C:16]([CH3:20])([CH3:19])[O:15]1)[O:8][Si:1]([C:4]([CH3:7])([CH3:6])[CH3:5])([CH3:3])[CH3:2])=[N+:69]=[N-:70]. The yield is 0.620. (9) The reactants are CS[C:3](=[C:17]([C:20]#[N:21])[C:18]#[N:19])[N:4]1[CH2:9][CH2:8][CH:7]([CH2:10][N:11]2[CH2:16][CH2:15][CH2:14][CH2:13][CH2:12]2)[CH2:6][CH2:5]1.[NH2:22][CH:23]1[CH2:28][CH2:27][N:26]([CH:29]([CH3:31])[CH3:30])[CH2:25][CH2:24]1. No catalyst specified. The product is [CH:29]([N:26]1[CH2:27][CH2:28][CH:23]([NH:22][C:3](=[C:17]([C:20]#[N:21])[C:18]#[N:19])[N:4]2[CH2:9][CH2:8][CH:7]([CH2:10][N:11]3[CH2:16][CH2:15][CH2:14][CH2:13][CH2:12]3)[CH2:6][CH2:5]2)[CH2:24][CH2:25]1)([CH3:31])[CH3:30]. The yield is 0.320. (10) The reactants are C[O:2][C:3]1[N:4]=[N:5][C:6]([S:9]([N:12]2[C:21]3[CH:16]([CH2:17][CH:18]=[CH:19][CH:20]=3)[CH2:15][CH2:14][CH2:13]2)(=[O:11])=[O:10])=[CH:7][CH:8]=1.Cl. The catalyst is O1CCOCC1. The product is [N:12]1([S:9]([C:6]2[CH:7]=[CH:8][C:3](=[O:2])[NH:4][N:5]=2)(=[O:11])=[O:10])[C:21]2[CH:16]([CH2:17][CH:18]=[CH:19][CH:20]=2)[CH2:15][CH2:14][CH2:13]1. The yield is 0.330.